Dataset: Reaction yield outcomes from USPTO patents with 853,638 reactions. Task: Predict the reaction yield, written as a fraction of the theoretical maximum amount of product (1.0 means a 100% yield; for example, 0.34 means a 34% yield). (1) The reactants are [N:1]#[C:2][NH2:3].[CH3:4][N:5]([C:12]1[S:13][C:14]([C:17]2[CH:18]=[N:19][CH:20]=[CH:21][CH:22]=2)=[N:15][N:16]=1)[C:6](=[O:11])[CH2:7][CH2:8]SC.C(O)(=O)C.C(O)(=O)C.IC1C=CC=CC=1. The catalyst is C1COCC1. The product is [C:2]([NH:3][CH2:8][CH2:7][C:6]([N:5]([CH3:4])[C:12]1[S:13][C:14]([C:17]2[CH:18]=[N:19][CH:20]=[CH:21][CH:22]=2)=[N:15][N:16]=1)=[O:11])#[N:1]. The yield is 0.290. (2) The reactants are C([O:3][C:4](=[O:52])[CH2:5][CH2:6][CH2:7][O:8][C:9]1[CH:14]=[CH:13][CH:12]=[C:11]([CH2:15][CH2:16][CH2:17][CH2:18][CH2:19][CH2:20][O:21][C:22]2[CH:27]=[C:26]([O:28][CH2:29][C:30]3[CH:35]=[CH:34][CH:33]=[CH:32][CH:31]=3)[CH:25]=[C:24]([C:36]3[CH:44]=[CH:43][C:39]4[O:40][CH2:41][O:42][C:38]=4[CH:37]=3)[CH:23]=2)[C:10]=1[CH2:45][CH2:46][C:47]([O:49]CC)=[O:48])C.[OH-].[Na+]. No catalyst specified. The product is [O:40]1[C:39]2[CH:43]=[CH:44][C:36]([C:24]3[CH:23]=[C:22]([CH:27]=[C:26]([O:28][CH2:29][C:30]4[CH:35]=[CH:34][CH:33]=[CH:32][CH:31]=4)[CH:25]=3)[O:21][CH2:20][CH2:19][CH2:18][CH2:17][CH2:16][CH2:15][C:11]3[C:10]([CH2:45][CH2:46][C:47]([OH:49])=[O:48])=[C:9]([CH:14]=[CH:13][CH:12]=3)[O:8][CH2:7][CH2:6][CH2:5][C:4]([OH:52])=[O:3])=[CH:37][C:38]=2[O:42][CH2:41]1. The yield is 0.460. (3) The reactants are [Br:1][C:2]1[C:7]([CH2:8][OH:9])=[CH:6][C:5]([N:10]([C:15]2[C:34]([CH:35]3[CH2:37][CH2:36]3)=[CH:33][C:18]3[C:19]([C:29]([NH:31][CH3:32])=[O:30])=[C:20]([C:22]4[CH:27]=[CH:26][C:25]([F:28])=[CH:24][CH:23]=4)[O:21][C:17]=3[CH:16]=2)[S:11]([CH3:14])(=[O:13])=[O:12])=[CH:4][C:3]=1[F:38].CCN(C(C)C)C(C)C.[CH2:48](Cl)[O:49][CH3:50]. The catalyst is C1COCC1. The product is [Br:1][C:2]1[C:7]([CH2:8][O:9][CH2:48][O:49][CH3:50])=[CH:6][C:5]([N:10]([C:15]2[C:34]([CH:35]3[CH2:37][CH2:36]3)=[CH:33][C:18]3[C:19]([C:29]([NH:31][CH3:32])=[O:30])=[C:20]([C:22]4[CH:23]=[CH:24][C:25]([F:28])=[CH:26][CH:27]=4)[O:21][C:17]=3[CH:16]=2)[S:11]([CH3:14])(=[O:13])=[O:12])=[CH:4][C:3]=1[F:38]. The yield is 0.700. (4) The reactants are F[C:2]1[N:7]=[C:6]([NH:8][C:9]2[S:10][C:11]3[CH:17]=[C:16]([CH3:18])[CH:15]=[CH:14][C:12]=3[N:13]=2)[CH:5]=[C:4]([CH2:19][C:20]2[CH:25]=[CH:24][CH:23]=[CH:22][CH:21]=2)[N:3]=1.[NH2:26][C@H:27]1[CH2:32][CH2:31][C@H:30]([OH:33])[CH2:29][CH2:28]1.C(N(C(C)C)C(C)C)C. The catalyst is C(O)(C)C. The product is [CH3:18][C:16]1[CH:15]=[CH:14][C:12]2[N:13]=[C:9]([NH:8][C:6]3[CH:5]=[C:4]([CH2:19][C:20]4[CH:25]=[CH:24][CH:23]=[CH:22][CH:21]=4)[N:3]=[C:2]([NH:26][C@H:27]4[CH2:32][CH2:31][C@H:30]([OH:33])[CH2:29][CH2:28]4)[N:7]=3)[S:10][C:11]=2[CH:17]=1. The yield is 0.668. (5) The reactants are Br[C:2]1[S:3][CH:4]=[CH:5][C:6]=1[C:7]([O:9]C)=O.[NH2:11][C:12]1[CH:17]=[CH:16][CH:15]=[CH:14][C:13]=1B(O)O.C([O-])(=O)C.[Na+]. The catalyst is CN(C=O)C.C1C=CC(P(C2C=CC=CC=2)[C-]2C=CC=C2)=CC=1.C1C=CC(P(C2C=CC=CC=2)[C-]2C=CC=C2)=CC=1.Cl[Pd]Cl.[Fe+2]. The product is [S:3]1[C:2]2[C:17]3[CH:16]=[CH:15][CH:14]=[CH:13][C:12]=3[NH:11][C:7](=[O:9])[C:6]=2[CH:5]=[CH:4]1. The yield is 0.120. (6) The reactants are [F:1][C:2]1([F:17])[O:6][C:5]2[CH:7]=[CH:8][C:9]([C:11]3([C:14]([OH:16])=O)[CH2:13][CH2:12]3)=[CH:10][C:4]=2[O:3]1.S(Cl)(Cl)=O.[NH2:22][C:23]1[CH:24]=[C:25]2[C:29](=[CH:30][C:31]=1[F:32])[N:28]([CH2:33][C@@H:34]1[CH2:38][O:37][C:36]([CH3:40])([CH3:39])[O:35]1)[C:27]([C:41]([CH3:45])([CH3:44])[CH2:42][OH:43])=[CH:26]2.C(N(CC)CC)C. The catalyst is CN(C=O)C.ClCCl. The product is [F:17][C:2]1([F:1])[O:6][C:5]2[CH:7]=[CH:8][C:9]([C:11]3([C:14]([NH:22][C:23]4[CH:24]=[C:25]5[C:29](=[CH:30][C:31]=4[F:32])[N:28]([CH2:33][C@@H:34]4[CH2:38][O:37][C:36]([CH3:39])([CH3:40])[O:35]4)[C:27]([C:41]([CH3:45])([CH3:44])[CH2:42][OH:43])=[CH:26]5)=[O:16])[CH2:12][CH2:13]3)=[CH:10][C:4]=2[O:3]1. The yield is 1.00. (7) The reactants are [F:1][C:2]1([F:21])[C:14]2[CH:13]=[C:12]([N+:15]([O-])=O)[CH:11]=[CH:10][C:9]=2[C:8]2[C:3]1=[CH:4][C:5]([N+:18]([O-])=O)=[CH:6][CH:7]=2.O.NN. The catalyst is CN(C=O)C. The product is [F:1][C:2]1([F:21])[C:3]2[CH:4]=[C:5]([NH2:18])[CH:6]=[CH:7][C:8]=2[C:9]2[C:14]1=[CH:13][C:12]([NH2:15])=[CH:11][CH:10]=2. The yield is 0.980.